From a dataset of Forward reaction prediction with 1.9M reactions from USPTO patents (1976-2016). Predict the product of the given reaction. (1) Given the reactants [Cl:1][C:2]1[CH:3]=[C:4]2[N:11]=[C:10]([O:12][C@H:13]3[C@H:17]4[O:18][CH2:19][C@@H:20]([OH:21])[C@H:16]4[O:15][CH2:14]3)[N:9]([CH2:22][O:23][CH2:24][CH2:25][Si:26]([CH3:29])([CH3:28])[CH3:27])[C:5]2=[N:6][C:7]=1I.[C:30]([O:34][C:35]([N:37]=[S:38]([C:41]1[CH:42]=[CH:43][C:44]([C:47]2[CH:52]=[CH:51][C:50](B3OC(C)(C)C(C)(C)O3)=[CH:49][CH:48]=2)=[N:45][CH:46]=1)([CH3:40])=[O:39])=[O:36])([CH3:33])([CH3:32])[CH3:31], predict the reaction product. The product is: [Cl:1][C:2]1[CH:3]=[C:4]2[N:11]=[C:10]([O:12][C@H:13]3[C@H:17]4[O:18][CH2:19][C@@H:20]([OH:21])[C@H:16]4[O:15][CH2:14]3)[N:9]([CH2:22][O:23][CH2:24][CH2:25][Si:26]([CH3:29])([CH3:28])[CH3:27])[C:5]2=[N:6][C:7]=1[C:50]1[CH:51]=[CH:52][C:47]([C:44]2[CH:43]=[CH:42][C:41]([S:38]([CH3:40])(=[N:37][C:35]([O:34][C:30]([CH3:32])([CH3:31])[CH3:33])=[O:36])=[O:39])=[CH:46][N:45]=2)=[CH:48][CH:49]=1. (2) The product is: [CH3:23][C:22]1[N:15]([C:10]2[CH:11]=[C:12]3[C:7](=[CH:8][CH:9]=2)[CH2:6][N:5]([C:3](=[O:4])[C:2]([F:1])([F:16])[F:17])[CH2:14][CH2:13]3)[C:19]([CH3:18])=[CH:20][CH:21]=1. Given the reactants [F:1][C:2]([F:17])([F:16])[C:3]([N:5]1[CH2:14][CH2:13][C:12]2[C:7](=[CH:8][CH:9]=[C:10]([NH2:15])[CH:11]=2)[CH2:6]1)=[O:4].[CH3:18][C:19](=O)[CH2:20][CH2:21][C:22](=O)[CH3:23], predict the reaction product.